From a dataset of Reaction yield outcomes from USPTO patents with 853,638 reactions. Predict the reaction yield, written as a fraction of the theoretical maximum amount of product (1.0 means a 100% yield; for example, 0.34 means a 34% yield). (1) The reactants are C([O:3][C:4](=O)[C:5]1[CH:10]=[CH:9][CH:8]=[N:7][C:6]=1[NH2:11])C.[H-].[Al+3].[Li+].[H-].[H-].[H-].O.[OH-].[Na+]. The catalyst is C1COCC1. The product is [NH2:11][C:6]1[C:5]([CH2:4][OH:3])=[CH:10][CH:9]=[CH:8][N:7]=1. The yield is 0.790. (2) The reactants are [NH2:1][C:2]1[N:7]=[CH:6][C:5]([N:8]2[CH2:13][CH2:12][N:11]([C:14]([O:16][C:17]([CH3:20])([CH3:19])[CH3:18])=[O:15])[CH2:10][C@H:9]2[CH3:21])=[CH:4][CH:3]=1.Br[C:23]1[C:24](=[O:31])[N:25]([CH3:30])[CH:26]=[C:27]([Br:29])[CH:28]=1.C(=O)([O-])[O-].[Cs+].[Cs+].CC1(C)C2C(=C(P(C3C=CC=CC=3)C3C=CC=CC=3)C=CC=2)OC2C(P(C3C=CC=CC=3)C3C=CC=CC=3)=CC=CC1=2. The catalyst is C1C=CC(/C=C/C(/C=C/C2C=CC=CC=2)=O)=CC=1.C1C=CC(/C=C/C(/C=C/C2C=CC=CC=2)=O)=CC=1.C1C=CC(/C=C/C(/C=C/C2C=CC=CC=2)=O)=CC=1.[Pd].[Pd].O1CCOCC1. The product is [Br:29][C:27]1[CH:28]=[C:23]([NH:1][C:2]2[N:7]=[CH:6][C:5]([N:8]3[CH2:13][CH2:12][N:11]([C:14]([O:16][C:17]([CH3:20])([CH3:19])[CH3:18])=[O:15])[CH2:10][C@H:9]3[CH3:21])=[CH:4][CH:3]=2)[C:24](=[O:31])[N:25]([CH3:30])[CH:26]=1. The yield is 0.630. (3) The reactants are [CH3:1][O:2][C:3]1[CH:4]=[C:5]2[C:10](=[CH:11][C:12]=1[O:13][CH3:14])[N:9]=[CH:8][CH:7]=[C:6]2[O:15][C:16]1[CH:22]=[CH:21][C:19]([NH2:20])=[C:18]([CH3:23])[C:17]=1[CH3:24].Cl[C:26](Cl)([O:28]C(=O)OC(Cl)(Cl)Cl)Cl.[CH2:37]([N:39]([CH2:47][CH3:48])[CH2:40][CH2:41][CH:42]([OH:46])[CH2:43][CH2:44][CH3:45])[CH3:38].C(=O)(O)[O-].[Na+]. The catalyst is C(Cl)Cl.C(N(CC)CC)C.C1(C)C=CC=CC=1. The product is [CH3:1][O:2][C:3]1[CH:4]=[C:5]2[C:10](=[CH:11][C:12]=1[O:13][CH3:14])[N:9]=[CH:8][CH:7]=[C:6]2[O:15][C:16]1[CH:22]=[CH:21][C:19]([NH:20][C:26](=[O:28])[O:46][CH:42]([CH2:41][CH2:40][N:39]([CH2:37][CH3:38])[CH2:47][CH3:48])[CH2:43][CH2:44][CH3:45])=[C:18]([CH3:23])[C:17]=1[CH3:24]. The yield is 0.340. (4) The reactants are [Br:1][C:2]1[CH:3]=[CH:4][C:5]([O:11][CH3:12])=[C:6](B(O)O)[CH:7]=1.I[C:14]1[CH:15]=[C:16]([N+:20]([O-:22])=[O:21])[CH:17]=[CH:18][CH:19]=1.C(=O)([O-])[O-].[K+].[K+]. The yield is 0.630. The catalyst is CO.O.C([O-])(=O)C.[Pd+2].C([O-])(=O)C. The product is [Br:1][C:2]1[CH:3]=[CH:4][C:5]([O:11][CH3:12])=[C:6]([C:14]2[CH:19]=[CH:18][CH:17]=[C:16]([N+:20]([O-:22])=[O:21])[CH:15]=2)[CH:7]=1. (5) The yield is 0.890. The reactants are [F:1][C:2]1[CH:24]=[C:23]([F:25])[CH:22]=[CH:21][C:3]=1[O:4][C:5]1[CH:6]=[C:7]2[C:11](=[CH:12][C:13]=1[C:14](O)=[O:15])[N:10]([CH2:17][CH:18]([CH3:20])[CH3:19])[N:9]=[CH:8]2.C1C=CC2N(O)N=[N:32]C=2C=1.CCN=C=NCCCN(C)C.Cl.[CH3:48][O:49][C:50]1[CH:74]=[CH:73][C:53]([CH2:54][N:55]([CH:70]([CH3:72])[CH3:71])[CH2:56][CH2:57][C@H:58]([C:63]([O:65][C:66](C)(C)C)=[O:64])C(OC)=O)=[CH:52][CH:51]=1.C(N(CC)CC)C. The product is [CH3:48][O:49][C:50]1[CH:51]=[CH:52][C:53]([CH2:54][N:55]([CH:70]([CH3:71])[CH3:72])[CH2:56][CH2:57][C@H:58]([NH:32][C:14]([C:13]2[CH:12]=[C:11]3[C:7]([CH:8]=[N:9][N:10]3[CH2:17][CH:18]([CH3:20])[CH3:19])=[CH:6][C:5]=2[O:4][C:3]2[CH:21]=[CH:22][C:23]([F:25])=[CH:24][C:2]=2[F:1])=[O:15])[C:63]([O:65][CH3:66])=[O:64])=[CH:73][CH:74]=1. The catalyst is ClC(Cl)C.ClCCl.